Dataset: Clinical trial toxicity outcomes and FDA approval status for drugs. Task: Regression/Classification. Given a drug SMILES string, predict its toxicity properties. Task type varies by dataset: regression for continuous values (e.g., LD50, hERG inhibition percentage) or binary classification for toxic/non-toxic outcomes (e.g., AMES mutagenicity, cardiotoxicity, hepatotoxicity). Dataset: clintox. (1) The compound is Cc1cc2nc3c(=O)[nH]c(=O)nc-3n(C[C@H](O)[C@H](O)[C@H](O)CO)c2cc1C. The result is 0 (passed clinical trial). (2) The compound is CC(=O)N[C@H](Cc1ccc2ccccc2c1)C(=O)N[C@H](Cc1ccc(Cl)cc1)C(=O)N[C@H](Cc1cccnc1)C(=O)N[C@@H](CO)C(=O)N(C)[C@@H](Cc1ccc(O)cc1)C(=O)N[C@H](CC(N)=O)C(=O)N[C@@H](CC(C)C)C(=O)N[C@@H](CCCC[NH2+]C(C)C)C(=O)N1CCC[C@H]1C(=O)N[C@H](C)C(N)=O. The result is 0 (passed clinical trial). (3) The drug is CCN(CC)C(=O)/C(C#N)=C/c1cc(O)c([O-])c([N+](=O)[O-])c1. The result is 0 (passed clinical trial). (4) The molecule is CC[NH+](CC)CC#CCOC(=O)C(O)(c1ccccc1)C1CCCCC1. The result is 0 (passed clinical trial). (5) The molecule is C[C@H](CCC(=O)[O-])[C@H]1CC[C@H]2[C@H]3[C@H](CC[C@@]21C)[C@@]1(C)CC[C@@H](O)C[C@H]1C[C@H]3O. The result is 0 (passed clinical trial). (6) The molecule is CC(C)[NH2+]CCCC1(C(N)=O)c2ccccc2-c2ccccc21. The result is 0 (passed clinical trial). (7) The molecule is Oc1ccc2c3c1O[C@H]1[C@@H](O)CC[C@@]4(O)[C@@H](C2)[NH+](CC2CCC2)CC[C@]314. The result is 0 (passed clinical trial).